From a dataset of CYP2C9 inhibition data for predicting drug metabolism from PubChem BioAssay. Regression/Classification. Given a drug SMILES string, predict its absorption, distribution, metabolism, or excretion properties. Task type varies by dataset: regression for continuous measurements (e.g., permeability, clearance, half-life) or binary classification for categorical outcomes (e.g., BBB penetration, CYP inhibition). Dataset: cyp2c9_veith. (1) The drug is O=C(O)C(Oc1nc(=S)[nH]c(=S)[nH]1)(c1ccc(Cl)cc1)c1ccc(Cl)cc1. The result is 0 (non-inhibitor). (2) The result is 1 (inhibitor). The compound is CCCC[C@@H]1C[C@H]1C(NC(=O)c1cccs1)c1ccc(-c2ccccc2)cc1. (3) The compound is Cc1cc(C(=O)C(=O)NC(C)C)c(C)n1-c1ccc([N+](=O)[O-])cc1. The result is 0 (non-inhibitor). (4) The compound is Cc1nccn1C[C@@H]1CCc2c(c3ccccc3n2C)C1=O. The result is 0 (non-inhibitor). (5) The drug is O=C(CCCc1ccccn1)c1ccccc1. The result is 0 (non-inhibitor). (6) The molecule is COc1ccc(C[C@@](C)(N)C(=O)O)cc1OC. The result is 0 (non-inhibitor).